The task is: Predict the product of the given reaction.. This data is from Forward reaction prediction with 1.9M reactions from USPTO patents (1976-2016). (1) Given the reactants C([SiH2][O:6][C:7](C)(C)[C@H:8]1[CH2:13][CH2:12][C@H:11]([CH2:14][C:15]#[N:16])[CH2:10][CH2:9]1)(C)(C)C.C(Cl)(Cl)[Cl:20], predict the reaction product. The product is: [ClH:20].[NH2:16][CH2:15][CH2:14][C@H:11]1[CH2:12][CH2:13][C@H:8]([CH2:7][OH:6])[CH2:9][CH2:10]1. (2) Given the reactants [F:1][C:2]([F:35])([F:34])[C:3]1[CH:4]=[C:5]([CH:27]=[C:28]([C:30]([F:33])([F:32])[F:31])[CH:29]=1)[C:6]([N:8]1[CH2:26][CH2:25][C:11]2([N:15]([C:16]3[CH:21]=[CH:20][CH:19]=[CH:18][C:17]=3[CH3:22])[C:14](=[O:23])[NH:13][C:12]2=[O:24])[CH2:10][CH2:9]1)=[O:7].O[CH2:37][CH2:38][N:39]1[CH2:44][CH2:43][O:42][CH2:41][CH2:40]1, predict the reaction product. The product is: [F:35][C:2]([F:1])([F:34])[C:3]1[CH:4]=[C:5]([CH:27]=[C:28]([C:30]([F:33])([F:32])[F:31])[CH:29]=1)[C:6]([N:8]1[CH2:26][CH2:25][C:11]2([N:15]([C:16]3[CH:21]=[CH:20][CH:19]=[CH:18][C:17]=3[CH3:22])[C:14](=[O:23])[N:13]([CH2:37][CH2:38][N:39]3[CH2:44][CH2:43][O:42][CH2:41][CH2:40]3)[C:12]2=[O:24])[CH2:10][CH2:9]1)=[O:7]. (3) Given the reactants C(OC(=O)[NH:7][CH2:8][CH2:9][CH2:10][NH:11][CH2:12][C:13]1[C:14]2[C:19]([CH:20]=[C:21]3[C:26]=1[CH:25]=[CH:24][CH:23]=[CH:22]3)=[CH:18][CH:17]=[CH:16][CH:15]=2)(C)(C)C.[ClH:28], predict the reaction product. The product is: [ClH:28].[CH:25]1[C:26]2[C:21](=[CH:20][C:19]3[C:14]([C:13]=2[CH2:12][NH:11][CH2:10][CH2:9][CH2:8][NH2:7])=[CH:15][CH:16]=[CH:17][CH:18]=3)[CH:22]=[CH:23][CH:24]=1. (4) The product is: [C:28]([O:32][C:33](=[O:34])[NH:35][C:36]1([C:39](=[O:40])[NH:19][CH2:18][C:17]2[CH:16]=[CH:15][C:14]([N:5]3[C:6]4[C:11](=[CH:10][C:9]([O:12][CH3:13])=[CH:8][CH:7]=4)[C:3]([Cl:2])=[C:4]3[C:22]3[O:26][N:25]=[C:24]([CH3:27])[N:23]=3)=[CH:21][CH:20]=2)[CH2:37][CH2:38]1)([CH3:31])([CH3:29])[CH3:30]. Given the reactants Cl.[Cl:2][C:3]1[C:11]2[C:6](=[CH:7][CH:8]=[C:9]([O:12][CH3:13])[CH:10]=2)[N:5]([C:14]2[CH:21]=[CH:20][C:17]([CH2:18][NH2:19])=[CH:16][CH:15]=2)[C:4]=1[C:22]1[O:26][N:25]=[C:24]([CH3:27])[N:23]=1.[C:28]([O:32][C:33]([NH:35][C:36]1([C:39](O)=[O:40])[CH2:38][CH2:37]1)=[O:34])([CH3:31])([CH3:30])[CH3:29].CN(C(ON1N=NC2C=CC=NC1=2)=[N+](C)C)C.F[P-](F)(F)(F)(F)F.C(N(CC)C(C)C)(C)C, predict the reaction product. (5) Given the reactants BrCC(OCC)=O.CNN.C(N(CC)CC)C.C(N=C=O)C1C=CC=CC=1.[CH2:28]([NH:35][C:36]([NH:38][N:39]([CH2:41][C:42]([O:44]CC)=[O:43])[CH3:40])=[O:37])[C:29]1[CH:34]=[CH:33][CH:32]=[CH:31][CH:30]=1.[OH-].[Na+], predict the reaction product. The product is: [CH2:28]([NH:35][C:36]([NH:38][N:39]([CH2:41][C:42]([OH:44])=[O:43])[CH3:40])=[O:37])[C:29]1[CH:30]=[CH:31][CH:32]=[CH:33][CH:34]=1.